From a dataset of Full USPTO retrosynthesis dataset with 1.9M reactions from patents (1976-2016). Predict the reactants needed to synthesize the given product. (1) The reactants are: [C:1]([C:5]1[CH:17]=[CH:16][C:15]2[C:14]3[C:9](=[CH:10][C:11]([C:18]([CH3:21])([CH3:20])[CH3:19])=[CH:12][CH:13]=3)[CH2:8][C:7]=2[CH:6]=1)([CH3:4])([CH3:3])[CH3:2].[Li][CH2:23][CH2:24][CH2:25][CH3:26]. Given the product [CH2:23]([C:24]1[CH:23]=[C:2]([C:1]([CH:8]2[C:7]3[CH:6]=[C:5]([C:1]([CH3:4])([CH3:3])[CH3:2])[CH:17]=[CH:16][C:15]=3[C:14]3[C:9]2=[CH:10][C:11]([C:18]([CH3:21])([CH3:20])[CH3:19])=[CH:12][CH:13]=3)([CH3:4])[CH3:3])[CH2:26][CH:25]=1)[CH2:24][CH2:25][CH3:26], predict the reactants needed to synthesize it. (2) Given the product [NH2:32][C:22]1[N:21]=[C:20]([NH:17][C:14]2[CH:15]=[CH:16][C:11]([O:10][C:9]3[C:4]4[CH:3]=[CH:2][O:1][C:5]=4[CH:6]=[CH:7][CH:8]=3)=[C:12]([F:18])[CH:13]=2)[CH:25]=[C:24]([C:26]2[CH:31]=[CH:30][N:29]=[CH:28][CH:27]=2)[N:23]=1, predict the reactants needed to synthesize it. The reactants are: [O:1]1[C:5]2[CH:6]=[CH:7][CH:8]=[C:9]([O:10][C:11]3[CH:16]=[CH:15][C:14]([NH2:17])=[CH:13][C:12]=3[F:18])[C:4]=2[CH:3]=[CH:2]1.Cl[C:20]1[CH:25]=[C:24]([C:26]2[CH:31]=[CH:30][N:29]=[CH:28][CH:27]=2)[N:23]=[C:22]([NH2:32])[N:21]=1.Cl.[OH-].[Na+]. (3) The reactants are: [C:1]12([CH2:11][C:12]([NH:14][C:15]3[C:24]([CH3:25])=[CH:23][CH:22]=[C:21]4[C:16]=3[CH:17]=[CH:18][C:19]([N:26]3[CH2:30][CH2:29][C@H:28]([NH:31]C(=O)OC(C)(C)C)[CH2:27]3)=[N:20]4)=[O:13])[CH2:10][CH:5]3[CH2:6][CH:7]([CH2:9][CH:3]([CH2:4]3)[CH2:2]1)[CH2:8]2.[ClH:39].[OH-].[Na+]. Given the product [ClH:39].[ClH:39].[C:1]12([CH2:11][C:12]([NH:14][C:15]3[C:24]([CH3:25])=[CH:23][CH:22]=[C:21]4[C:16]=3[CH:17]=[CH:18][C:19]([N:26]3[CH2:30][CH2:29][C@H:28]([NH2:31])[CH2:27]3)=[N:20]4)=[O:13])[CH2:8][CH:7]3[CH2:9][CH:3]([CH2:4][CH:5]([CH2:6]3)[CH2:10]1)[CH2:2]2, predict the reactants needed to synthesize it.